Dataset: Forward reaction prediction with 1.9M reactions from USPTO patents (1976-2016). Task: Predict the product of the given reaction. (1) The product is: [N:1]1([C:7]2[N:12]=[CH:11][N:10]=[C:9]([NH:13][C:14]3[CH:15]=[C:16]([CH2:20][S:21]([NH2:24])(=[O:22])=[O:23])[CH:17]=[CH:18][CH:19]=3)[N:8]=2)[CH2:6][CH2:5][NH:27][CH2:3][CH2:2]1. Given the reactants [N:1]1([C:7]2[N:12]=[CH:11][N:10]=[C:9]([NH:13][C:14]3[CH:15]=[C:16]([CH2:20][S:21]([NH2:24])(=[O:23])=[O:22])[CH:17]=[CH:18][CH:19]=3)[N:8]=2)[CH2:6][CH2:5]C[CH2:3][CH2:2]1.ClC1N=CN=C(NC2C=C(CS(N)(=O)=O)C=CC=2)[N:27]=1.N1CCNCC1, predict the reaction product. (2) Given the reactants [Br:1][CH2:2][CH2:3]Br.[K].[N+:6]([C:9]1[CH:14]=[CH:13][C:12]([NH:15][S:16]([C:19]2[CH:24]=[CH:23][CH:22]=[CH:21][CH:20]=2)(=[O:18])=[O:17])=[CH:11][CH:10]=1)([O-:8])=[O:7], predict the reaction product. The product is: [Br:1][CH2:2][CH2:3][N:15]([C:12]1[CH:13]=[CH:14][C:9]([N+:6]([O-:8])=[O:7])=[CH:10][CH:11]=1)[S:16]([C:19]1[CH:20]=[CH:21][CH:22]=[CH:23][CH:24]=1)(=[O:17])=[O:18]. (3) Given the reactants [F:1][C:2]1[CH:7]=[CH:6][C:5]([S:8]([N:11]([CH2:15][C:16]([OH:18])=O)[CH2:12][CH2:13][OH:14])(=[O:10])=[O:9])=[CH:4][CH:3]=1.[F:19][C:20]([F:36])([F:35])[C:21]1[CH:26]=[CH:25][C:24]([C:27]2[N:32]=[CH:31][N:30]=[C:29](NC)[CH:28]=2)=[CH:23][CH:22]=1.O.O[N:39]1[C:43]2C=CC=CC=2N=N1.C(N(CC)C(C)C)(C)C.CN(C(ON1N=NC2C=CC=CC1=2)=[N+](C)C)C.F[P-](F)(F)(F)(F)F, predict the reaction product. The product is: [F:1][C:2]1[CH:3]=[CH:4][C:5]([S:8]([N:11]([CH2:12][CH2:13][OH:14])[CH2:15][C:16]([NH:39][CH2:43][C:29]2[CH:28]=[C:27]([C:24]3[CH:23]=[CH:22][C:21]([C:20]([F:19])([F:35])[F:36])=[CH:26][CH:25]=3)[N:32]=[CH:31][N:30]=2)=[O:18])(=[O:9])=[O:10])=[CH:6][CH:7]=1. (4) Given the reactants [C:1]([O:7][CH2:8][CH3:9])(=[O:6])[CH2:2][C:3]([CH3:5])=O.C([O-])C.[Na+].[F:14][C:15]([F:33])([F:32])[C:16]1[CH:17]=[C:18]([NH:22][N:23]=[C:24](Br)[C:25]2[CH:30]=[CH:29][N:28]=[CH:27][CH:26]=2)[CH:19]=[CH:20][CH:21]=1, predict the reaction product. The product is: [CH2:8]([O:7][C:1]([C:2]1[C:24]([C:25]2[CH:30]=[CH:29][N:28]=[CH:27][CH:26]=2)=[N:23][N:22]([C:18]2[CH:19]=[CH:20][CH:21]=[C:16]([C:15]([F:33])([F:14])[F:32])[CH:17]=2)[C:3]=1[CH3:5])=[O:6])[CH3:9]. (5) Given the reactants [CH3:1][NH2:2].[Cl:3][C:4]1[CH:9]=[C:8]([Cl:10])[CH:7]=[C:6]([Cl:11])[C:5]=1[S:12](Cl)(=[O:14])=[O:13].O, predict the reaction product. The product is: [Cl:3][C:4]1[CH:9]=[C:8]([Cl:10])[CH:7]=[C:6]([Cl:11])[C:5]=1[S:12]([NH:2][CH3:1])(=[O:14])=[O:13]. (6) Given the reactants [N:1]1([C:7]2[CH:8]=[C:9]([NH:13][C:14]([C:16]3[C:17]([C:22]4[CH:27]=[CH:26][C:25]([C:28]([F:31])([F:30])[F:29])=[CH:24][CH:23]=4)=[CH:18][CH:19]=[CH:20][CH:21]=3)=[O:15])[CH:10]=[CH:11][CH:12]=2)[CH2:6][CH2:5][NH:4][CH2:3][CH2:2]1.C([O-])([O-])=O.[K+].[K+].[C:38]([C:40]1[CH:41]=[C:42]([CH:45]=[CH:46][CH:47]=1)[CH2:43]Br)#[N:39], predict the reaction product. The product is: [C:38]([C:40]1[CH:41]=[C:42]([CH:45]=[CH:46][CH:47]=1)[CH2:43][N:4]1[CH2:5][CH2:6][N:1]([C:7]2[CH:8]=[C:9]([NH:13][C:14]([C:16]3[C:17]([C:22]4[CH:27]=[CH:26][C:25]([C:28]([F:29])([F:31])[F:30])=[CH:24][CH:23]=4)=[CH:18][CH:19]=[CH:20][CH:21]=3)=[O:15])[CH:10]=[CH:11][CH:12]=2)[CH2:2][CH2:3]1)#[N:39].